Dataset: Full USPTO retrosynthesis dataset with 1.9M reactions from patents (1976-2016). Task: Predict the reactants needed to synthesize the given product. (1) Given the product [F:25][CH:26]([F:37])[O:27][C:28]1[CH:33]=[C:32]([C:2]2[CH:7]=[CH:6][CH:5]=[C:4]([C:8]3([C:14]4[CH:19]=[CH:18][C:17]([O:20][CH:21]([F:22])[F:23])=[C:16]([CH3:24])[CH:15]=4)[CH2:12][O:11][C:10]([NH2:13])=[N:9]3)[CH:3]=2)[CH:31]=[CH:30][CH:29]=1, predict the reactants needed to synthesize it. The reactants are: Br[C:2]1[CH:3]=[C:4]([C:8]2([C:14]3[CH:19]=[CH:18][C:17]([O:20][CH:21]([F:23])[F:22])=[C:16]([CH3:24])[CH:15]=3)[CH2:12][O:11][C:10]([NH2:13])=[N:9]2)[CH:5]=[CH:6][CH:7]=1.[F:25][CH:26]([F:37])[O:27][C:28]1[CH:29]=[C:30](B(O)O)[CH:31]=[CH:32][CH:33]=1.C1(P(C2C=CC=CC=2)C2C=CC=CC=2)C=CC=CC=1.C(=O)([O-])[O-].[Na+].[Na+]. (2) Given the product [CH2:22]1[CH:26]2[CH:27]3[C:32](=[O:33])[O:31][C:29](=[O:30])[CH:28]3[CH:23]1[CH:24]=[CH:25]2.[CH:1]1[CH:2]=[CH:3][C:4](/[CH:7]=[CH:8]/[CH2:9][O:10][C@@H:11]2[O:16][C@H:15]([CH2:17][OH:18])[C@@H:14]([OH:19])[C@H:13]([OH:20])[C@H:12]2[OH:21])=[CH:5][CH:6]=1, predict the reactants needed to synthesize it. The reactants are: [CH:1]1[CH:6]=[CH:5][C:4](/[CH:7]=[CH:8]/[CH2:9][O:10][C@@H:11]2[O:16][C@H:15]([CH2:17][OH:18])[C@@H:14]([OH:19])[C@H:13]([OH:20])[C@H:12]2[OH:21])=[CH:3][CH:2]=1.[CH2:22]1[CH:26]2[CH:27]3[C:32](=[O:33])[O:31][C:29](=[O:30])[CH:28]3[CH:23]1[CH:24]=[CH:25]2.[OH-].[K+]. (3) Given the product [N+:1]([C:4]1[C:12]2[C:11]3[CH:13]=[CH:14][CH:15]=[CH:16][C:10]=3[O:9][C:8]=2[C:7]([O:17][S:25]([C:28]([F:31])([F:30])[F:29])(=[O:27])=[O:26])=[CH:6][CH:5]=1)([O-:3])=[O:2], predict the reactants needed to synthesize it. The reactants are: [N+:1]([C:4]1[C:12]2[C:11]3[CH:13]=[CH:14][CH:15]=[CH:16][C:10]=3[O:9][C:8]=2[C:7]([OH:17])=[CH:6][CH:5]=1)([O-:3])=[O:2].C(N(CC)CC)C.[S:25](O[S:25]([C:28]([F:31])([F:30])[F:29])(=[O:27])=[O:26])([C:28]([F:31])([F:30])[F:29])(=[O:27])=[O:26]. (4) The reactants are: [N+:1]([C:4]1[N:9]=[CH:8][C:7]([N:10]2[C:14]([C:15]([F:18])([F:17])[F:16])=[CH:13][C:12]([C:19]([NH:21][NH2:22])=[O:20])=[N:11]2)=[CH:6][CH:5]=1)([O-])=O.FC(F)(F)[C:25](O)=[O:26].Cl[CH2:31]Cl. Given the product [NH2:1][C:4]1[N:9]=[CH:8][C:7]([N:10]2[C:14]([C:15]([F:18])([F:17])[F:16])=[CH:13][C:12]([C:19]3[O:20][C:25](=[O:26])[N:22]([CH3:31])[N:21]=3)=[N:11]2)=[CH:6][CH:5]=1, predict the reactants needed to synthesize it. (5) Given the product [Cl:1][C:2]1[C:7]([Cl:8])=[C:6]([S:9](=[O:18])(=[O:19])[NH:10][C@@H:11]([CH2:16][CH3:17])[C:12]([F:13])([F:14])[F:15])[CH:5]=[CH:4][C:3]=1[C:20]1[S:24][C:23]([C:25]2[O:26][C:27]([CH2:30][C:31]([CH3:36])([CH3:37])[C:32]([O:34][CH3:35])=[O:33])=[N:28][N:29]=2)=[N:22][C:21]=1[C:38]([N:43]1[CH2:44][CH2:45][CH2:46][CH2:47][C@@H:42]1[CH3:41])=[O:39], predict the reactants needed to synthesize it. The reactants are: [Cl:1][C:2]1[C:7]([Cl:8])=[C:6]([S:9](=[O:19])(=[O:18])[NH:10][C@@H:11]([CH2:16][CH3:17])[C:12]([F:15])([F:14])[F:13])[CH:5]=[CH:4][C:3]=1[C:20]1[S:24][C:23]([C:25]2[O:26][C:27]([CH2:30][C:31]([CH3:37])([CH3:36])[C:32]([O:34][CH3:35])=[O:33])=[N:28][N:29]=2)=[N:22][C:21]=1[C:38](O)=[O:39].[CH3:41][C@H:42]1[CH2:47][CH2:46][CH2:45][CH2:44][NH:43]1.CN(C(ON1N=NC2C=CC=NC1=2)=[N+](C)C)C.F[P-](F)(F)(F)(F)F.O. (6) Given the product [O:9]1[C:10]2[CH:16]=[CH:15][CH:14]=[CH:13][C:11]=2[N:12]=[CH:8]1, predict the reactants needed to synthesize it. The reactants are: FC1C=NC=CC=1[C:8]1[O:9][C:10]2[CH:16]=[CH:15][C:14](C(F)(F)F)=[CH:13][C:11]=2[N:12]=1.C(=O)([O-])[O-].[K+].[K+].C(O)C#C. (7) Given the product [NH2:3][C:2]1[N:13]=[C:11]([S:12][CH3:18])[N:10]=[C:5]([OH:6])[CH:4]=1, predict the reactants needed to synthesize it. The reactants are: [Na].[C:2]([CH2:4][C:5](OCC)=[O:6])#[N:3].[NH2:10][C:11]([NH2:13])=[S:12].S(OC)(O[CH3:18])(=O)=O.